From a dataset of Peptide-MHC class II binding affinity with 134,281 pairs from IEDB. Regression. Given a peptide amino acid sequence and an MHC pseudo amino acid sequence, predict their binding affinity value. This is MHC class II binding data. (1) The peptide sequence is ALLPRAGAAAAAALP. The MHC is HLA-DPA10201-DPB11401 with pseudo-sequence HLA-DPA10201-DPB11401. The binding affinity (normalized) is 0.499. (2) The binding affinity (normalized) is 0.266. The peptide sequence is RTLIGQEKYTDYLTV. The MHC is HLA-DQA10201-DQB10402 with pseudo-sequence HLA-DQA10201-DQB10402. (3) The peptide sequence is KRQGPKQMLVGGVVL. The MHC is DRB1_0801 with pseudo-sequence DRB1_0801. The binding affinity (normalized) is 0.179. (4) The peptide sequence is KLIEDINVGFKAAVA. The MHC is DRB1_0405 with pseudo-sequence DRB1_0405. The binding affinity (normalized) is 0.275. (5) The peptide sequence is IPTAFSIGKTYKPEE. The MHC is HLA-DQA10301-DQB10302 with pseudo-sequence HLA-DQA10301-DQB10302. The binding affinity (normalized) is 0.0741. (6) The MHC is DRB1_1101 with pseudo-sequence DRB1_1101. The peptide sequence is PSGLVIPENAKEKPQ. The binding affinity (normalized) is 0. (7) The MHC is HLA-DPA10201-DPB10101 with pseudo-sequence HLA-DPA10201-DPB10101. The peptide sequence is THIFAEVLKDAIKDL. The binding affinity (normalized) is 0.612.